This data is from Full USPTO retrosynthesis dataset with 1.9M reactions from patents (1976-2016). The task is: Predict the reactants needed to synthesize the given product. (1) Given the product [CH3:18][O:15][C:12]1[CH:11]=[CH:10][C:9]([N:8]=[N:7][C:4]2[CH:3]=[CH:2][CH:1]=[CH:6][CH:5]=2)=[CH:14][CH:13]=1, predict the reactants needed to synthesize it. The reactants are: [CH:1]1[CH:2]=[CH:3][C:4]([N:7]=[N:8][C:9]2[CH:10]=[CH:11][C:12]([OH:15])=[CH:13][CH:14]=2)=[CH:5][CH:6]=1.IC.[C:18](=O)([O-])[O-].[K+].[K+]. (2) Given the product [OH:8][C:6]1[CH:7]=[C:2]2[C:3]([C:9](=[O:18])[C:10]([C:11]3[CH:16]=[CH:15][C:14]([OH:17])=[CH:13][CH:12]=3)=[C:19]([CH2:20][CH2:21][CH3:22])[O:1]2)=[CH:4][CH:5]=1, predict the reactants needed to synthesize it. The reactants are: [OH:1][C:2]1[CH:7]=[C:6]([OH:8])[CH:5]=[CH:4][C:3]=1[C:9](=[O:18])[CH2:10][C:11]1[CH:16]=[CH:15][C:14]([OH:17])=[CH:13][CH:12]=1.[C:19](O[C:19](=O)[CH2:20][CH2:21][CH3:22])(=O)[CH2:20][CH2:21][CH3:22].O.Cl. (3) Given the product [CH3:1][O:2][C:3]1[CH:4]=[C:5]2[C:10](=[CH:11][C:12]=1[O:13][CH3:14])[N:9]=[CH:8][N:7]=[C:6]2[O:15][C:16]1[CH:22]=[CH:21][C:19]([NH:20][C:27](=[O:33])[O:28][C:29]2[CH:41]=[CH:40][CH:39]=[CH:38][C:37]=2[O:36][CH3:35])=[CH:18][CH:17]=1, predict the reactants needed to synthesize it. The reactants are: [CH3:1][O:2][C:3]1[CH:4]=[C:5]2[C:10](=[CH:11][C:12]=1[O:13][CH3:14])[N:9]=[CH:8][N:7]=[C:6]2[O:15][C:16]1[CH:22]=[CH:21][C:19]([NH2:20])=[CH:18][CH:17]=1.ClC(Cl)(O[C:27](=[O:33])[O:28][C:29](Cl)(Cl)Cl)Cl.[CH3:35][O:36][C:37]1C=[CH:41][CH:40]=[CH:39][C:38]=1O.C(=O)(O)[O-].[Na+]. (4) Given the product [CH3:18][C:16]1[NH:15][N:14]=[C:13]([NH:12][C:4]2[N:3]=[C:2]([C:25]3[CH:26]=[CH:27][C:22]([C:19](=[O:21])[CH3:20])=[CH:23][CH:24]=3)[C:11]3[C:6]([CH:5]=2)=[CH:7][CH:8]=[CH:9][CH:10]=3)[CH:17]=1, predict the reactants needed to synthesize it. The reactants are: Cl[C:2]1[C:11]2[C:6](=[CH:7][CH:8]=[CH:9][CH:10]=2)[CH:5]=[C:4]([NH:12][C:13]2[CH:17]=[C:16]([CH3:18])[NH:15][N:14]=2)[N:3]=1.[C:19]([C:22]1[CH:27]=[CH:26][C:25](B(O)O)=[CH:24][CH:23]=1)(=[O:21])[CH3:20]. (5) The reactants are: [NH:1]1[C:9]2[C:4](=[CH:5][CH:6]=[CH:7][CH:8]=2)[CH2:3][C:2]1=[O:10].[Cl-].[Al+3].[Cl-].[Cl-].[Cl:15][CH2:16][C:17](Cl)=[O:18].Cl. Given the product [Cl:15][CH2:16][C:17]([C:6]1[CH:5]=[C:4]2[C:9](=[CH:8][CH:7]=1)[NH:1][C:2](=[O:10])[CH2:3]2)=[O:18], predict the reactants needed to synthesize it. (6) The reactants are: [C-:1]#[N:2].[K+].Br[CH2:5][C:6](=[N:11][OH:12])[C:7]([F:10])([F:9])[F:8]. Given the product [F:8][C:7]([F:10])([F:9])[C:6]1[CH:5]=[C:1]([NH2:2])[O:12][N:11]=1, predict the reactants needed to synthesize it. (7) Given the product [C:2]([O:5][CH2:6][C:7](=[N:10][C:11]([O:12][CH2:13][CH3:14])=[O:15])[O:8][CH3:9])(=[O:4])[CH3:3], predict the reactants needed to synthesize it. The reactants are: Cl.[C:2]([O:5][CH2:6][C:7](=[NH:10])[O:8][CH3:9])(=[O:4])[CH3:3].[C:11](Cl)(=[O:15])[O:12][CH2:13][CH3:14].C(N(CC)CC)C.